Dataset: NCI-60 drug combinations with 297,098 pairs across 59 cell lines. Task: Regression. Given two drug SMILES strings and cell line genomic features, predict the synergy score measuring deviation from expected non-interaction effect. (1) Drug 1: CC1C(C(CC(O1)OC2CC(CC3=C2C(=C4C(=C3O)C(=O)C5=C(C4=O)C(=CC=C5)OC)O)(C(=O)CO)O)N)O.Cl. Drug 2: C1=NNC2=C1C(=O)NC=N2. Cell line: HCC-2998. Synergy scores: CSS=8.34, Synergy_ZIP=-5.60, Synergy_Bliss=-5.38, Synergy_Loewe=-8.43, Synergy_HSA=-3.51. (2) Drug 2: CC1=C2C(C(=O)C3(C(CC4C(C3C(C(C2(C)C)(CC1OC(=O)C(C(C5=CC=CC=C5)NC(=O)OC(C)(C)C)O)O)OC(=O)C6=CC=CC=C6)(CO4)OC(=O)C)O)C)O. Drug 1: C1C(C(OC1N2C=C(C(=O)NC2=O)F)CO)O. Synergy scores: CSS=33.8, Synergy_ZIP=0.864, Synergy_Bliss=0.967, Synergy_Loewe=-9.76, Synergy_HSA=1.48. Cell line: SW-620. (3) Drug 1: C1C(C(OC1N2C=NC(=NC2=O)N)CO)O. Drug 2: C(CN)CNCCSP(=O)(O)O. Cell line: UACC-257. Synergy scores: CSS=-3.33, Synergy_ZIP=1.35, Synergy_Bliss=-0.752, Synergy_Loewe=-4.32, Synergy_HSA=-4.54. (4) Drug 1: C1C(C(OC1N2C=NC3=C(N=C(N=C32)Cl)N)CO)O. Drug 2: C#CCC(CC1=CN=C2C(=N1)C(=NC(=N2)N)N)C3=CC=C(C=C3)C(=O)NC(CCC(=O)O)C(=O)O. Cell line: M14. Synergy scores: CSS=25.3, Synergy_ZIP=-11.6, Synergy_Bliss=-12.6, Synergy_Loewe=-10.5, Synergy_HSA=-6.98.